From a dataset of Reaction yield outcomes from USPTO patents with 853,638 reactions. Predict the reaction yield, written as a fraction of the theoretical maximum amount of product (1.0 means a 100% yield; for example, 0.34 means a 34% yield). (1) The reactants are [NH2:1][C@H:2]1[CH2:7][CH2:6][C@H:5]([NH:8][C:9]2[CH:10]=[C:11]([N:28](CC3C=CC(OC)=CC=3)[C:29]3[CH:34]=[CH:33][CH:32]=[CH:31][N:30]=3)[C:12]3[N:13]([C:15]([C:18]([NH:20][C:21]4[CH:26]=[CH:25][N:24]=[C:23]([F:27])[CH:22]=4)=[O:19])=[CH:16][N:17]=3)[N:14]=2)[CH2:4][CH2:3]1.CO.O. The catalyst is C(O)(C(F)(F)F)=O. The product is [NH2:1][C@H:2]1[CH2:7][CH2:6][C@H:5]([NH:8][C:9]2[CH:10]=[C:11]([NH:28][C:29]3[CH:34]=[CH:33][CH:32]=[CH:31][N:30]=3)[C:12]3[N:13]([C:15]([C:18]([NH:20][C:21]4[CH:26]=[CH:25][N:24]=[C:23]([F:27])[CH:22]=4)=[O:19])=[CH:16][N:17]=3)[N:14]=2)[CH2:4][CH2:3]1. The yield is 0.419. (2) The reactants are [F:1][C:2]1[C:3]([C:13](=[O:21])[CH2:14][C:15]2[N:19]([CH3:20])[N:18]=[CH:17][N:16]=2)=[C:4]([CH:9]=[C:10]([F:12])[CH:11]=1)[C:5]([O:7][CH3:8])=[O:6].[F:22][C:23]1[CH:30]=[CH:29][C:26]([CH:27]=O)=[CH:25][CH:24]=1.N1CCC[C@H]1C(O)=O. The catalyst is CS(C)=O. The product is [F:1][C:2]1[C:3]([C:13](=[O:21])/[C:14](/[C:15]2[N:19]([CH3:20])[N:18]=[CH:17][N:16]=2)=[CH:27]/[C:26]2[CH:29]=[CH:30][C:23]([F:22])=[CH:24][CH:25]=2)=[C:4]([CH:9]=[C:10]([F:12])[CH:11]=1)[C:5]([O:7][CH3:8])=[O:6]. The yield is 0.400.